Dataset: Forward reaction prediction with 1.9M reactions from USPTO patents (1976-2016). Task: Predict the product of the given reaction. Given the reactants [OH-].[Li+].[Cl:3][C:4]1[CH:28]=[CH:27][CH:26]=[CH:25][C:5]=1[O:6][C:7]1[C:12]([C:13]([O:15]CC)=[O:14])=[CH:11][N:10]=[C:9]([C:18]2[CH:23]=[CH:22][CH:21]=[C:20]([F:24])[CH:19]=2)[CH:8]=1.Cl, predict the reaction product. The product is: [Cl:3][C:4]1[CH:28]=[CH:27][CH:26]=[CH:25][C:5]=1[O:6][C:7]1[C:12]([C:13]([OH:15])=[O:14])=[CH:11][N:10]=[C:9]([C:18]2[CH:23]=[CH:22][CH:21]=[C:20]([F:24])[CH:19]=2)[CH:8]=1.